Dataset: Catalyst prediction with 721,799 reactions and 888 catalyst types from USPTO. Task: Predict which catalyst facilitates the given reaction. Reactant: [Cl:1][C:2]1[CH:28]=[CH:27][CH:26]=[C:25]([Cl:29])[C:3]=1[C:4]([NH:6][C@H:7]([C:21]([O:23]C)=[O:22])[CH2:8][C:9]1[CH:14]=[CH:13][C:12]([C:15]2[CH2:16][CH2:17][NH:18][CH2:19][CH:20]=2)=[CH:11][CH:10]=1)=[O:5].[C:30]1([S:36](Cl)(=[O:38])=[O:37])[CH:35]=[CH:34][CH:33]=[CH:32][CH:31]=1. Product: [Cl:29][C:25]1[CH:26]=[CH:27][CH:28]=[C:2]([Cl:1])[C:3]=1[C:4]([NH:6][C@H:7]([C:21]([OH:23])=[O:22])[CH2:8][C:9]1[CH:14]=[CH:13][C:12]([C:15]2[CH2:16][CH2:17][N:18]([S:36]([C:30]3[CH:35]=[CH:34][CH:33]=[CH:32][CH:31]=3)(=[O:38])=[O:37])[CH2:19][CH:20]=2)=[CH:11][CH:10]=1)=[O:5]. The catalyst class is: 17.